This data is from Full USPTO retrosynthesis dataset with 1.9M reactions from patents (1976-2016). The task is: Predict the reactants needed to synthesize the given product. (1) Given the product [CH2:1]([C@H:8]1[CH2:13][N:12]([C:14]2[CH:19]=[CH:18][C:17]([O:20][CH3:21])=[C:16]([O:22][CH:23]3[CH2:27][CH2:26][CH2:25][CH2:24]3)[CH:15]=2)[CH2:11][CH2:10][N:9]1[CH2:28][C:29]([NH:31][OH:32])=[O:30])[C:2]1[CH:7]=[CH:6][CH:5]=[CH:4][CH:3]=1, predict the reactants needed to synthesize it. The reactants are: [CH2:1]([C@H:8]1[CH2:13][N:12]([C:14]2[CH:19]=[CH:18][C:17]([O:20][CH3:21])=[C:16]([O:22][CH:23]3[CH2:27][CH2:26][CH2:25][CH2:24]3)[CH:15]=2)[CH2:11][CH2:10][N:9]1[CH2:28][C:29]([NH:31][O:32]CC1C=CC=CC=1)=[O:30])[C:2]1[CH:7]=[CH:6][CH:5]=[CH:4][CH:3]=1. (2) Given the product [C:17]([O:16][C:15](=[O:22])[NH:11][CH2:2][CH2:3][C:4]([CH:6]1[CH2:10][CH2:9][CH2:8][CH2:7]1)=[O:5])([CH3:20])([CH3:19])[CH3:18], predict the reactants needed to synthesize it. The reactants are: Cl[CH2:2][CH2:3][C:4]([CH:6]1[CH2:10][CH2:9][CH2:8][CH2:7]1)=[O:5].[N-:11]=[N+]=[N-].[Na+].[C:15]([O:22]C(OC(C)(C)C)=O)(=O)[O:16][C:17]([CH3:20])([CH3:19])[CH3:18]. (3) The reactants are: [F:1][C:2]1[CH:7]=[C:6]([F:8])[CH:5]=[CH:4][C:3]=1[N:9]1[N:17]=[C:16]([NH2:18])[C:15]2[CH:14]3[CH2:19][CH:11]([CH2:12][CH2:13]3)[C:10]1=2.C([O-])([O-])=O.[K+].[K+].[CH2:26](Br)[C:27]1[CH:32]=[CH:31][CH:30]=[CH:29][CH:28]=1.O. Given the product [CH2:26]([N:18]([CH2:19][C:11]1[CH:12]=[CH:13][CH:14]=[CH:15][CH:10]=1)[C:16]1[C:15]2[CH:14]3[CH2:19][CH:11]([CH2:12][CH2:13]3)[C:10]=2[N:9]([C:3]2[CH:4]=[CH:5][C:6]([F:8])=[CH:7][C:2]=2[F:1])[N:17]=1)[C:27]1[CH:32]=[CH:31][CH:30]=[CH:29][CH:28]=1, predict the reactants needed to synthesize it. (4) Given the product [NH2:4][C@:5]1([C:22]([OH:23])=[O:51])[C@@H:9]([CH2:10][CH2:11][CH2:12][B:13]([OH:14])[OH:17])[CH2:8][N:7]([CH2:36][CH2:35][NH:34][CH2:33][C:32]2[CH:45]=[CH:46][C:47]([Cl:48])=[C:30]([Cl:29])[CH:31]=2)[CH2:6]1, predict the reactants needed to synthesize it. The reactants are: C([NH:4][C@:5]1([C:22](NC(C)(C)C)=[O:23])[C@@H:9]([CH2:10][CH2:11][CH2:12][B:13]2[O:17]C(C)(C)C(C)(C)[O:14]2)[CH2:8][NH:7][CH2:6]1)(=O)C.[Cl:29][C:30]1[CH:31]=[C:32]([CH:45]=[CH:46][C:47]=1[Cl:48])[CH2:33][N:34](C(OC(C)(C)C)=O)[CH2:35][CH:36]=O.C(O[BH-](OC(=O)C)OC(=O)C)(=[O:51])C.[Na+].C(=O)([O-])[O-].[Na+].[Na+]. (5) Given the product [CH2:16]([O:15][N:14]=[CH:13][C:5]1([C:3]([OH:4])=[O:2])[CH2:8][CH:7]([CH2:9][CH2:10][CH2:11][CH3:12])[CH2:6]1)[C:17]1[CH:22]=[CH:21][CH:20]=[CH:19][CH:18]=1, predict the reactants needed to synthesize it. The reactants are: C[O:2][C:3]([C:5]1([CH:13]=[N:14][O:15][CH2:16][C:17]2[CH:22]=[CH:21][CH:20]=[CH:19][CH:18]=2)[CH2:8][CH:7]([CH2:9][CH2:10][CH2:11][CH3:12])[CH2:6]1)=[O:4].O.[OH-].[Li+].Cl. (6) Given the product [CH2:24]([O:26][C:16]1[CH:15]=[C:14]2[C:19]([C:10]([NH:9][C:5]3[CH:6]=[CH:7][CH:8]=[C:3]([C:1]#[CH:2])[CH:4]=3)=[N:11][CH:12]=[N:13]2)=[CH:18][C:17]=1[N+:20]([O-:22])=[O:21])[CH3:25], predict the reactants needed to synthesize it. The reactants are: [C:1]([C:3]1[CH:4]=[C:5]([NH:9][C:10]2[C:19]3[C:14](=[CH:15][C:16](F)=[C:17]([N+:20]([O-:22])=[O:21])[CH:18]=3)[N:13]=[CH:12][N:11]=2)[CH:6]=[CH:7][CH:8]=1)#[CH:2].[CH2:24]([OH:26])[CH3:25].